Dataset: Peptide-MHC class II binding affinity with 134,281 pairs from IEDB. Task: Regression. Given a peptide amino acid sequence and an MHC pseudo amino acid sequence, predict their binding affinity value. This is MHC class II binding data. (1) The peptide sequence is EKKYFAATQMEPLAA. The MHC is HLA-DPA10103-DPB10601 with pseudo-sequence HLA-DPA10103-DPB10601. The binding affinity (normalized) is 0.789. (2) The peptide sequence is SCRDQSEAQLALTII. The MHC is DRB5_0101 with pseudo-sequence DRB5_0101. The binding affinity (normalized) is 0. (3) The peptide sequence is PRRWLRFCNPELSEI. The MHC is HLA-DQA10501-DQB10301 with pseudo-sequence HLA-DQA10501-DQB10301. The binding affinity (normalized) is 0.213. (4) The peptide sequence is DHAHWTEAKMLLDNI. The MHC is DRB1_0901 with pseudo-sequence DRB1_0901. The binding affinity (normalized) is 0.294. (5) The MHC is DRB1_0802 with pseudo-sequence DRB1_0802. The binding affinity (normalized) is 0.418. The peptide sequence is EVDQTKIQYVIRAQL. (6) The binding affinity (normalized) is 0.0322. The MHC is DRB1_0701 with pseudo-sequence DRB1_0701. The peptide sequence is FFVKNPTDTGHGTVV. (7) The peptide sequence is EIDTDGDGFIDFNEF. The MHC is HLA-DPA10103-DPB10301 with pseudo-sequence HLA-DPA10103-DPB10301. The binding affinity (normalized) is 0.